From a dataset of Reaction yield outcomes from USPTO patents with 853,638 reactions. Predict the reaction yield, written as a fraction of the theoretical maximum amount of product (1.0 means a 100% yield; for example, 0.34 means a 34% yield). (1) The catalyst is CS(C)=O.Cl[Pd]Cl. The reactants are Br[C:2]1[CH:7]=[CH:6][C:5]([C@@H:8]([N:10]2[CH2:15][CH2:14][C@:13]([CH2:22][CH2:23][CH2:24][OH:25])([C:16]3[CH:21]=[CH:20][CH:19]=[CH:18][CH:17]=3)[O:12][C:11]2=[O:26])[CH3:9])=[CH:4][CH:3]=1.[B:27]1([B:27]2[O:31][C:30]([CH3:33])([CH3:32])[C:29]([CH3:35])([CH3:34])[O:28]2)[O:31][C:30]([CH3:33])([CH3:32])[C:29]([CH3:35])([CH3:34])[O:28]1.CC([O-])=O.[K+]. The product is [OH:25][CH2:24][CH2:23][CH2:22][C@@:13]1([C:16]2[CH:21]=[CH:20][CH:19]=[CH:18][CH:17]=2)[O:12][C:11](=[O:26])[N:10]([C@H:8]([C:5]2[CH:6]=[CH:7][C:2]([B:27]3[O:31][C:30]([CH3:33])([CH3:32])[C:29]([CH3:35])([CH3:34])[O:28]3)=[CH:3][CH:4]=2)[CH3:9])[CH2:15][CH2:14]1. The yield is 0.770. (2) The reactants are [Br:1][C:2]1[C:3]([F:11])=[CH:4][C:5](F)=[C:6]([CH:9]=1)[CH:7]=O.[CH3:12][O:13][C:14](=[O:17])[CH2:15][SH:16]. The catalyst is CS(C)=O. The product is [Br:1][C:2]1[C:3]([F:11])=[CH:4][C:5]2[S:16][C:15]([C:14]([O:13][CH3:12])=[O:17])=[CH:7][C:6]=2[CH:9]=1. The yield is 0.0500. (3) The reactants are [CH2:1]([O:8][C:9]1[C:18]2[C:13](=[CH:14][CH:15]=[C:16]([F:19])[CH:17]=2)[CH:12]=[C:11]([CH2:20][OH:21])[C:10]=1[CH3:22])[C:2]1[CH:7]=[CH:6][CH:5]=[CH:4][CH:3]=1.[Cr](Cl)([O-])(=O)=O.[NH+]1C=CC=CC=1. The catalyst is ClCCl.C(OCC)C. The product is [CH2:1]([O:8][C:9]1[C:18]2[C:13](=[CH:14][CH:15]=[C:16]([F:19])[CH:17]=2)[CH:12]=[C:11]([CH:20]=[O:21])[C:10]=1[CH3:22])[C:2]1[CH:3]=[CH:4][CH:5]=[CH:6][CH:7]=1. The yield is 0.930. (4) The reactants are CC1(C)[O:6][CH:5]([C:7]2[N:12]=[CH:11][C:10]([NH:13][C:14]([NH:16][CH2:17][C:18]3[C:19]([N:28]4[CH2:33][CH2:32][CH:31]([CH3:34])[CH2:30][CH2:29]4)=[N:20][C:21]([C:24]([F:27])([F:26])[F:25])=[CH:22][CH:23]=3)=[O:15])=[CH:9][CH:8]=2)[CH2:4][O:3]1. The catalyst is CO.[Cl-].[Cl-].[Cl-].[Cl-].[Zr+4]. The product is [OH:6][CH:5]([C:7]1[N:12]=[CH:11][C:10]([NH:13][C:14]([NH:16][CH2:17][C:18]2[C:19]([N:28]3[CH2:33][CH2:32][CH:31]([CH3:34])[CH2:30][CH2:29]3)=[N:20][C:21]([C:24]([F:26])([F:27])[F:25])=[CH:22][CH:23]=2)=[O:15])=[CH:9][CH:8]=1)[CH2:4][OH:3]. The yield is 0.320. (5) The reactants are Cl.[NH2:2][CH2:3][C:4]1[CH:5]=[C:6]2[C:10](=[CH:11][CH:12]=1)[C:9](=[O:13])[N:8]([CH:14]1[CH2:19][CH2:18][C:17](=[O:20])[NH:16][C:15]1=[O:21])[C:7]2=[O:22].[C:23]([N:27]=[C:28]=[O:29])([CH3:26])([CH3:25])[CH3:24].C(N(CC)CC)C. The catalyst is C1COCC1. The product is [C:23]([NH:27][C:28]([NH:2][CH2:3][C:4]1[CH:5]=[C:6]2[C:10](=[CH:11][CH:12]=1)[C:9](=[O:13])[N:8]([CH:14]1[CH2:19][CH2:18][C:17](=[O:20])[NH:16][C:15]1=[O:21])[C:7]2=[O:22])=[O:29])([CH3:26])([CH3:25])[CH3:24]. The yield is 0.840. (6) The reactants are [O:1]=[C:2]([C:11]1[CH:16]=[CH:15][CH:14]=[CH:13][CH:12]=1)[CH2:3][S:4][CH2:5][C:6]([O:8][CH2:9][CH3:10])=[O:7].[CH3:17][C:18]([CH3:23])([CH2:21]O)[CH2:19][OH:20]. The catalyst is C1(C)C=CC=CC=1.C1(C)C=CC(S(O)(=O)=O)=CC=1. The product is [CH3:17][C:18]1([CH3:23])[CH2:19][O:20][C:2]([CH2:3][S:4][CH2:5][C:6]([O:8][CH2:9][CH3:10])=[O:7])([C:11]2[CH:16]=[CH:15][CH:14]=[CH:13][CH:12]=2)[O:1][CH2:21]1. The yield is 0.700. (7) The reactants are [CH3:1][O:2][C:3](=[O:20])[CH:4]([N:11]1[C:16](=[O:17])[C:15]([Cl:18])=[C:14](Cl)[CH:13]=[N:12]1)[CH2:5][CH:6]1[CH2:10][CH2:9][CH2:8][CH2:7]1.[CH3:21][C:22]1[CH:27]=[C:26]([CH3:28])[N:25]=[C:24]([OH:29])[N:23]=1.C(=O)([O-])[O-].[K+].[K+]. The catalyst is CN(C)C=O. The product is [CH3:1][O:2][C:3](=[O:20])[CH:4]([N:11]1[C:16](=[O:17])[C:15]([Cl:18])=[C:14]([O:29][C:24]2[N:25]=[C:26]([CH3:28])[CH:27]=[C:22]([CH3:21])[N:23]=2)[CH:13]=[N:12]1)[CH2:5][CH:6]1[CH2:10][CH2:9][CH2:8][CH2:7]1. The yield is 0.380. (8) The reactants are CCN(C(C)C)C(C)C.[OH:10][C:11]1[CH:12]=[CH:13][CH:14]=[C:15]2[C:20]=1[O:19][C:18](=[O:21])[C:17]([C:22]([OH:24])=O)=[CH:16]2.CN(C(ON1N=NC2C=CC=NC1=2)=[N+](C)C)C.F[P-](F)(F)(F)(F)F.[CH3:49][O:50][C:51]1[CH:56]=[CH:55][C:54]([O:57][CH3:58])=[CH:53][C:52]=1[C:59]1[CH:64]=[CH:63][CH:62]=[C:61]([NH2:65])[CH:60]=1. The catalyst is CN(C=O)C. The product is [CH3:49][O:50][C:51]1[CH:56]=[CH:55][C:54]([O:57][CH3:58])=[CH:53][C:52]=1[C:59]1[CH:64]=[CH:63][CH:62]=[C:61]([NH:65][C:22]([C:17]2[C:18](=[O:21])[O:19][C:20]3[C:15]([CH:16]=2)=[CH:14][CH:13]=[CH:12][C:11]=3[OH:10])=[O:24])[CH:60]=1. The yield is 0.270. (9) The reactants are [CH2:1]([N:4]1[C:10]2[C:11]([NH2:15])=[CH:12][CH:13]=[CH:14][C:9]=2[C:8](=[O:16])[NH:7][CH2:6][CH2:5]1)[CH:2]=[CH2:3].Cl[C:18]1[N:23]=[C:22]([NH:24][C:25]2[CH:34]=[CH:33][CH:32]=[CH:31][C:26]=2[C:27]([NH:29][CH3:30])=[O:28])[C:21]([Cl:35])=[CH:20][N:19]=1.Cl. The catalyst is C(O)(C)C.O1CCOCC1.C(Cl)Cl. The product is [CH2:1]([N:4]1[C:10]2[C:11]([NH:15][C:18]3[N:23]=[C:22]([NH:24][C:25]4[CH:34]=[CH:33][CH:32]=[CH:31][C:26]=4[C:27]([NH:29][CH3:30])=[O:28])[C:21]([Cl:35])=[CH:20][N:19]=3)=[CH:12][CH:13]=[CH:14][C:9]=2[C:8](=[O:16])[NH:7][CH2:6][CH2:5]1)[CH:2]=[CH2:3]. The yield is 0.0300.